This data is from Catalyst prediction with 721,799 reactions and 888 catalyst types from USPTO. The task is: Predict which catalyst facilitates the given reaction. Reactant: [Br:1][C:2]1[CH:3]=[CH:4][C:5]([C:8]#N)=[N:6][CH:7]=1.[OH2:10].[OH-:11].[K+]. Product: [Br:1][C:2]1[CH:3]=[CH:4][C:5]([C:8]([OH:11])=[O:10])=[N:6][CH:7]=1. The catalyst class is: 14.